Predict which catalyst facilitates the given reaction. From a dataset of Catalyst prediction with 721,799 reactions and 888 catalyst types from USPTO. (1) Reactant: Cl[CH2:2][CH2:3][C:4]([N:6]([C:9]1[C:10]([Cl:20])=[N:11][N:12]([C:14]2[CH:15]=[N:16][CH:17]=[CH:18][CH:19]=2)[CH:13]=1)[CH2:7][CH3:8])=[O:5].CCN(C(C)C)C(C)C.[F:30][CH:31]([F:34])[CH2:32][NH2:33]. Product: [Cl:20][C:10]1[C:9]([N:6]([CH2:7][CH3:8])[C:4](=[O:5])[CH2:3][CH2:2][NH:33][CH2:32][CH:31]([F:34])[F:30])=[CH:13][N:12]([C:14]2[CH:15]=[N:16][CH:17]=[CH:18][CH:19]=2)[N:11]=1. The catalyst class is: 12. (2) Reactant: Cl.[Br:2][C:3]1[CH:8]=[CH:7][C:6]([C:9]2[NH:13][C:12](=[O:14])[C:11]3([CH2:19][CH2:18][NH:17][CH2:16][CH2:15]3)[N:10]=2)=[CH:5][CH:4]=1.CCN(C(C)C)C(C)C.Cl[C:30]([O:32][CH3:33])=[O:31]. Product: [Br:2][C:3]1[CH:8]=[CH:7][C:6]([C:9]2[NH:13][C:12](=[O:14])[C:11]3([CH2:19][CH2:18][N:17]([C:30]([O:32][CH3:33])=[O:31])[CH2:16][CH2:15]3)[N:10]=2)=[CH:5][CH:4]=1. The catalyst class is: 2. (3) Reactant: [F:1][C:2]([F:15])([F:14])[C:3]1[CH:4]=[C:5](Br)[CH:6]=[C:7]([C:9]([F:12])([F:11])[F:10])[CH:8]=1.Cl.[OH:17][C@H:18]1[CH2:22][CH2:21][NH:20][CH2:19]1.C1(P(C2C=CC=CC=2)C2C=CC3C(=CC=CC=3)C=2C2C3C(=CC=CC=3)C=CC=2P(C2C=CC=CC=2)C2C=CC=CC=2)C=CC=CC=1.CC(C)([O-])C.[Na+]. Product: [F:1][C:2]([F:15])([F:14])[C:3]1[CH:4]=[C:5]([N:20]2[CH2:21][CH2:22][C@H:18]([OH:17])[CH2:19]2)[CH:6]=[C:7]([C:9]([F:12])([F:11])[F:10])[CH:8]=1. The catalyst class is: 491.